Task: Predict the product of the given reaction.. Dataset: Forward reaction prediction with 1.9M reactions from USPTO patents (1976-2016) (1) Given the reactants [F:1][C:2]1[CH:7]=[CH:6][C:5]([CH:8]=[CH:9][O:10]C)=[CH:4][C:3]=1[F:12].Cl, predict the reaction product. The product is: [F:12][C:3]1[CH:4]=[C:5]([CH2:8][CH:9]=[O:10])[CH:6]=[CH:7][C:2]=1[F:1]. (2) Given the reactants C(O[N:9]1[CH2:14][CH2:13][NH:12][CH2:11][CH2:10]1)C1C=CC=CC=1.Br[CH2:16][C:17]([NH2:19])=[O:18].C(N(CC)C(C)C)(C)C, predict the reaction product. The product is: [N:9]1([CH2:16][C:17]([NH2:19])=[O:18])[CH2:10][CH2:11][NH:12][CH2:13][CH2:14]1. (3) Given the reactants [CH2:1]([O:8][C:9]([NH:11][C@@H:12]([C:27]([OH:29])=O)[CH2:13][O:14][CH2:15][CH2:16][NH:17][CH2:18][C:19]1[CH:24]=[CH:23][C:22]([O:25][CH3:26])=[CH:21][CH:20]=1)=[O:10])[C:2]1[CH:7]=[CH:6][CH:5]=[CH:4][CH:3]=1.CN(C)CCCN=C=NCC.ON1C2C=CC=CC=2N=N1.C(N(CC)CC)C, predict the reaction product. The product is: [CH3:26][O:25][C:22]1[CH:21]=[CH:20][C:19]([CH2:18][N:17]2[C:27](=[O:29])[C@H:12]([NH:11][C:9](=[O:10])[O:8][CH2:1][C:2]3[CH:3]=[CH:4][CH:5]=[CH:6][CH:7]=3)[CH2:13][O:14][CH2:15][CH2:16]2)=[CH:24][CH:23]=1. (4) Given the reactants [CH:1]([O:4][C:5]([N:7]1[CH:20]([C:21]([OH:23])=O)[CH2:19][C:18]2[CH:17]=[C:16]3[C:11]([O:12][C@@H:13]([C:25]4[CH:30]=[CH:29][C:28]([O:31][CH2:32][C:33]5[CH:38]=[CH:37][C:36]([Cl:39])=[C:35]([Cl:40])[CH:34]=5)=[CH:27][CH:26]=4)[C:14](=[O:24])[NH:15]3)=[CH:10][C:9]=2[CH2:8]1)=[O:6])([CH3:3])[CH3:2].Cl.[CH3:42][O:43][C:44](=[O:60])[C@@H:45]([NH2:59])[CH2:46][C:47]1[CH:52]=[CH:51][C:50]([C:53]2[CH:58]=[CH:57][CH:56]=[CH:55][CH:54]=2)=[CH:49][CH:48]=1, predict the reaction product. The product is: [CH:1]([O:4][C:5]([N:7]1[CH:20]([C:21](=[O:23])[NH:59][C@H:45]([C:44]([O:43][CH3:42])=[O:60])[CH2:46][C:47]2[CH:52]=[CH:51][C:50]([C:53]3[CH:58]=[CH:57][CH:56]=[CH:55][CH:54]=3)=[CH:49][CH:48]=2)[CH2:19][C:18]2[CH:17]=[C:16]3[C:11]([O:12][C@@H:13]([C:25]4[CH:30]=[CH:29][C:28]([O:31][CH2:32][C:33]5[CH:38]=[CH:37][C:36]([Cl:39])=[C:35]([Cl:40])[CH:34]=5)=[CH:27][CH:26]=4)[C:14](=[O:24])[NH:15]3)=[CH:10][C:9]=2[CH2:8]1)=[O:6])([CH3:3])[CH3:2]. (5) Given the reactants [NH:1]1[C:9]2[C:4](=[CH:5][CH:6]=[CH:7][N:8]=2)[CH:3]=[CH:2]1.[Br:10]N1C(=O)CCC1=O, predict the reaction product. The product is: [Br:10][C:3]1[C:4]2[C:9](=[N:8][CH:7]=[CH:6][CH:5]=2)[NH:1][CH:2]=1. (6) Given the reactants [Cl:1][C:2]1[CH:3]=[C:4]([C:8]2[C:13]3[N:14]([CH2:29][C@H:30]4[CH2:35][CH2:34][C@H:33]([CH3:36])[CH2:32][CH2:31]4)[C:15]([N:17]4[CH2:22][CH2:21][O:20][CH2:19][C@H:18]4[C:23]4[CH:28]=[CH:27][CH:26]=[CH:25][CH:24]=4)=[N:16][C:12]=3[CH:11]=[C:10](C(O)=O)[N:9]=2)[CH:5]=[N:6][CH:7]=1.C1(P([N:54]=[N+]=[N-])(C2C=CC=CC=2)=O)C=CC=CC=1, predict the reaction product. The product is: [Cl:1][C:2]1[CH:3]=[C:4]([C:8]2[C:13]3[N:14]([CH2:29][C@H:30]4[CH2:35][CH2:34][C@H:33]([CH3:36])[CH2:32][CH2:31]4)[C:15]([N:17]4[CH2:22][CH2:21][O:20][CH2:19][C@H:18]4[C:23]4[CH:24]=[CH:25][CH:26]=[CH:27][CH:28]=4)=[N:16][C:12]=3[CH:11]=[C:10]([NH2:54])[N:9]=2)[CH:5]=[N:6][CH:7]=1.